Predict which catalyst facilitates the given reaction. From a dataset of Catalyst prediction with 721,799 reactions and 888 catalyst types from USPTO. (1) Reactant: [CH3:1][O:2][C:3](=[O:22])[C@@H:4]([NH:8][S:9]([C:12]1[CH:21]=[CH:20][C:15]([C:16]([O:18][CH3:19])=[O:17])=[CH:14][CH:13]=1)(=[O:11])=[O:10])[CH2:5][CH:6]=[CH2:7].[C:23]1(P([C:23]2[CH:28]=[CH:27]C=[CH:25][CH:24]=2)[C:23]2[CH:28]=[CH:27]C=[CH:25][CH:24]=2)[CH:28]=[CH:27]C=[CH:25][CH:24]=1.N(C(OC(C)C)=O)=NC(OC(C)C)=O. Product: [CH3:1][O:2][C:3](=[O:22])[C@@H:4]([N:8]([CH2:25][CH2:24][CH2:23][CH2:28][CH3:27])[S:9]([C:12]1[CH:13]=[CH:14][C:15]([C:16]([O:18][CH3:19])=[O:17])=[CH:20][CH:21]=1)(=[O:11])=[O:10])[CH2:5][CH:6]=[CH2:7]. The catalyst class is: 1. (2) Reactant: [C:1]1([C:7]2[NH:8][C:9]([C:18]3[CH:23]=[CH:22][C:21]([NH2:24])=[C:20]([NH:25][CH:26]([CH3:28])[CH3:27])[CH:19]=3)=[C:10]([C:12]3[CH:17]=[CH:16][CH:15]=[CH:14][CH:13]=3)[N:11]=2)[CH:6]=[CH:5][CH:4]=[CH:3][CH:2]=1.C[O-].[Li+].[N:32]#[C:33]Br.C(O)C. Product: [CH:26]([N:25]1[C:20]2[CH:19]=[C:18]([C:9]3[NH:8][C:7]([C:1]4[CH:2]=[CH:3][CH:4]=[CH:5][CH:6]=4)=[N:11][C:10]=3[C:12]3[CH:13]=[CH:14][CH:15]=[CH:16][CH:17]=3)[CH:23]=[CH:22][C:21]=2[N:24]=[C:33]1[NH2:32])([CH3:28])[CH3:27]. The catalyst class is: 4. (3) Reactant: Br[CH2:2]/[CH:3]=[CH:4]/[CH2:5][O:6][CH2:7][C@H:8]1[CH2:13][CH2:12][C@H:11]([CH2:14][N:15]([CH3:29])[S:16]([C:19]2[CH:24]=[CH:23][C:22]([C:25]([F:28])([F:27])[F:26])=[CH:21][CH:20]=2)(=[O:18])=[O:17])[CH2:10][CH2:9]1.[NH:30]1[CH2:34][CH2:33][CH2:32][CH2:31]1. Product: [CH3:29][N:15]([CH2:14][C@H:11]1[CH2:12][CH2:13][C@H:8]([CH2:7][O:6][CH2:5]/[CH:4]=[CH:3]/[CH2:2][N:30]2[CH2:34][CH2:33][CH2:32][CH2:31]2)[CH2:9][CH2:10]1)[S:16]([C:19]1[CH:24]=[CH:23][C:22]([C:25]([F:28])([F:27])[F:26])=[CH:21][CH:20]=1)(=[O:18])=[O:17]. The catalyst class is: 80. (4) Reactant: [N+:1]([C:4]1[CH:5]=[C:6]([C:19]#[N:20])[C:7](=[CH:10][C:11]=1[NH:12][C:13]1[CH:18]=[CH:17][CH:16]=[CH:15][CH:14]=1)[C:8]#[N:9])([O-])=O.[O-]S(S([O-])=O)=O.[Na+].[Na+]. The catalyst class is: 14. Product: [NH2:1][C:4]1[CH:5]=[C:6]([C:19]#[N:20])[C:7](=[CH:10][C:11]=1[NH:12][C:13]1[CH:18]=[CH:17][CH:16]=[CH:15][CH:14]=1)[C:8]#[N:9]. (5) Reactant: [H-].[Na+].[CH3:3][C:4]1[N:5]=[CH:6][NH:7][CH:8]=1.[CH2:9](Br)[C:10]#[CH:11]. Product: [CH3:3][C:4]1[N:5]=[CH:6][N:7]([CH2:11][C:10]#[CH:9])[CH:8]=1. The catalyst class is: 9. (6) Reactant: [Cl:1][C:2]1[C:7]([C:8]2[CH:13]=[CH:12][CH:11]=[C:10]([CH2:14][CH3:15])[CH:9]=2)=[C:6]([C:16]([C@@H:26]2[CH2:31][CH2:30][CH2:29][N:28]([C:32]([C:34]3[CH:39]=[CH:38][C:37]([CH2:40][N:41](C(OC(C)(C)C)=O)[CH3:42])=[CH:36][C:35]=3[CH2:50][CH2:51][C:52]3[NH:56][N:55]=[N:54][N:53]=3)=[O:33])[CH2:27]2)([OH:25])[CH2:17][CH2:18][CH2:19][NH:20][C:21](=[O:24])[O:22][CH3:23])[CH:5]=[CH:4][CH:3]=1.Cl. Product: [Cl:1][C:2]1[C:7]([C:8]2[CH:13]=[CH:12][CH:11]=[C:10]([CH2:14][CH3:15])[CH:9]=2)=[C:6]([C:16]([OH:25])([C@@H:26]2[CH2:31][CH2:30][CH2:29][N:28]([C:32]([C:34]3[CH:39]=[CH:38][C:37]([CH2:40][NH:41][CH3:42])=[CH:36][C:35]=3[CH2:50][CH2:51][C:52]3[NH:56][N:55]=[N:54][N:53]=3)=[O:33])[CH2:27]2)[CH2:17][CH2:18][CH2:19][NH:20][C:21](=[O:24])[O:22][CH3:23])[CH:5]=[CH:4][CH:3]=1. The catalyst class is: 10. (7) Reactant: O[CH2:2][C:3]1[CH:4]=[C:5]([C:9]2[N:10]([CH3:20])[C:11]3[C:16]([C:17]=2[C:18]#[N:19])=[CH:15][CH:14]=[CH:13][CH:12]=3)[CH:6]=[N:7][CH:8]=1.[C:21]1(=[O:31])[NH:25][C:24](=[O:26])[C:23]2=[CH:27][CH:28]=[CH:29][CH:30]=[C:22]12.N(C(N1CCCCC1)=O)=NC(N1CCCCC1)=O.C(P(CCCC)CCCC)CCC. Product: [O:26]=[C:24]1[C:23]2[C:22](=[CH:30][CH:29]=[CH:28][CH:27]=2)[C:21](=[O:31])[N:25]1[CH2:2][C:3]1[CH:4]=[C:5]([C:9]2[N:10]([CH3:20])[C:11]3[C:16]([C:17]=2[C:18]#[N:19])=[CH:15][CH:14]=[CH:13][CH:12]=3)[CH:6]=[N:7][CH:8]=1. The catalyst class is: 1. (8) Reactant: Cl[C:2]1[CH:7]=[C:6]([C:8]2[NH:16][C:15]3[CH2:14][CH2:13][NH:12][C:11](=[O:17])[C:10]=3[C:9]=2[N+:18]([O-:20])=[O:19])[CH:5]=[CH:4][N:3]=1.C(=O)([O-])[O-].[Cs+].[Cs+].[CH3:27][N:28]([CH3:31])C=O. The catalyst class is: 73. Product: [N+:18]([C:9]1[C:10]2[C:11](=[O:17])[NH:12][CH2:13][CH2:14][C:15]=2[NH:16][C:8]=1[C:6]1[CH:5]=[CH:4][N:3]=[C:2]([C:15]2[CH:27]=[N:28][C:31]3[C:9]([CH:10]=2)=[CH:8][CH:6]=[CH:5][CH:4]=3)[CH:7]=1)([O-:20])=[O:19]. (9) Reactant: C(OC([N:8]1[CH2:13][CH2:12][CH:11]([C:14](=[O:47])[NH:15][C@H:16]([C:41]2[CH:46]=[CH:45][CH:44]=[CH:43][CH:42]=2)[CH2:17][CH2:18][N:19]2[CH2:24][CH2:23][CH:22]([N:25]([CH2:39][CH3:40])[C:26](=[O:38])[CH2:27][C:28]3[CH:33]=[CH:32][C:31]([S:34]([CH3:37])(=[O:36])=[O:35])=[CH:30][CH:29]=3)[CH2:21][CH2:20]2)[CH2:10][CH2:9]1)=O)(C)(C)C.FC(F)(F)C(O)=O. Product: [CH2:39]([N:25]([C:26](=[O:38])[CH2:27][C:28]1[CH:33]=[CH:32][C:31]([S:34]([CH3:37])(=[O:36])=[O:35])=[CH:30][CH:29]=1)[CH:22]1[CH2:21][CH2:20][N:19]([CH2:18][CH2:17][C@H:16]([NH:15][C:14]([CH:11]2[CH2:12][CH2:13][NH:8][CH2:9][CH2:10]2)=[O:47])[C:41]2[CH:42]=[CH:43][CH:44]=[CH:45][CH:46]=2)[CH2:24][CH2:23]1)[CH3:40]. The catalyst class is: 2.